Dataset: Forward reaction prediction with 1.9M reactions from USPTO patents (1976-2016). Task: Predict the product of the given reaction. (1) Given the reactants [O:1]=[C:2]1[CH2:7][NH:6][CH2:5][CH2:4][N:3]1[CH:8]1[CH2:17][CH2:16][C:15]2[CH:14]=[C:13]([C:18]#[N:19])[CH:12]=[CH:11][C:10]=2[CH2:9]1.[F:20][C:21]1[CH:22]=[C:23]([CH2:30][CH:31]=O)[CH:24]=[CH:25][C:26]=1[N+:27]([O-:29])=[O:28], predict the reaction product. The product is: [F:20][C:21]1[CH:22]=[C:23]([CH2:30][CH2:31][N:6]2[CH2:5][CH2:4][N:3]([CH:8]3[CH2:17][CH2:16][C:15]4[CH:14]=[C:13]([C:18]#[N:19])[CH:12]=[CH:11][C:10]=4[CH2:9]3)[C:2](=[O:1])[CH2:7]2)[CH:24]=[CH:25][C:26]=1[N+:27]([O-:29])=[O:28]. (2) Given the reactants [Si]([O:8][C@H:9]1[CH2:38][CH2:37][C@@:36]2([CH3:39])[C:11](=[CH:12][CH:13]=[C:14]3[C@@H:35]2[CH2:34][CH2:33][C@@:32]2([CH3:40])[C@H:15]3[CH2:16][CH2:17][C@@H:18]2[C@H:19]([CH3:31])[CH2:20][CH2:21][CH2:22][O:23][Si](C(C)(C)C)(C)C)[C:10]1([CH3:42])[CH3:41])(C(C)(C)C)(C)C, predict the reaction product. The product is: [CH3:42][C:10]1([CH3:41])[C@@H:9]([OH:8])[CH2:38][CH2:37][C@@:36]2([CH3:39])[C@H:11]1[CH2:12][CH2:13][C:14]1[C:15]3[C@:32]([CH3:40])([CH2:33][CH2:34][C:35]=12)[C@@H:18]([C@H:19]([CH3:31])[CH2:20][CH2:21][CH2:22][OH:23])[CH2:17][CH:16]=3. (3) Given the reactants [Si]([O:18][CH2:19][C:20]1[C:21]([N:35]2[CH2:40][C@H:39]([CH3:41])[O:38][C@H:37]([CH3:42])[CH2:36]2)=[C:22]([F:34])[C:23]2[O:27][N:26]=[C:25]([C:28]([O:30]CC)=O)[C:24]=2[CH:33]=1)(C(C)(C)C)(C1C=CC=CC=1)C1C=CC=CC=1.[CH3:43][N:44]1[CH:48]=[CH:47][C:46]([CH2:49][NH2:50])=[N:45]1, predict the reaction product. The product is: [CH3:42][C@@H:37]1[CH2:36][N:35]([C:21]2[C:20]([CH2:19][OH:18])=[CH:33][C:24]3[C:25]([C:28]([NH:50][CH2:49][C:46]4[CH:47]=[CH:48][N:44]([CH3:43])[N:45]=4)=[O:30])=[N:26][O:27][C:23]=3[C:22]=2[F:34])[CH2:40][C@H:39]([CH3:41])[O:38]1. (4) Given the reactants C(N(CC)CC)C.[CH3:20][C:19]([O:18][C:16](O[C:16]([O:18][C:19]([CH3:22])([CH3:21])[CH3:20])=[O:17])=[O:17])([CH3:22])[CH3:21].[OH:23][CH2:24][CH:25]1[CH2:30][CH2:29][NH:28][CH2:27][CH2:26]1, predict the reaction product. The product is: [OH:23][CH2:24][CH:25]1[CH2:30][CH2:29][N:28]([C:16]([O:18][C:19]([CH3:20])([CH3:21])[CH3:22])=[O:17])[CH2:27][CH2:26]1. (5) Given the reactants [OH:1][C:2]1[CH:3]=[C:4]([CH:8]=[C:9]([OH:11])[CH:10]=1)[C:5]([OH:7])=[O:6].O[C:13]1C=C(C=C(O)[CH:20]=1)CO, predict the reaction product. The product is: [CH2:13]([O:6][C:5](=[O:7])[C:4]1[CH:3]=[C:2]([OH:1])[CH:10]=[C:9]([OH:11])[CH:8]=1)[CH3:20]. (6) Given the reactants [NH:1]1[C:9]2[C:4](=[CH:5][CH:6]=[CH:7][CH:8]=2)[C:3]([CH2:10][C@@H:11]([NH:34][C:35](=[O:47])[C:36]([NH:39]C(=O)OC(C)(C)C)([CH3:38])[CH3:37])[C:12]([N:14]2[CH2:33][CH2:32][CH2:31][C:16]3([C:20](=[O:21])[N:19]([CH:22]([CH3:24])[CH3:23])[CH2:18][CH:17]3[C:25]3[CH:30]=[CH:29][CH:28]=[CH:27][CH:26]=3)[CH2:15]2)=[O:13])=[CH:2]1.C(O)(C(F)(F)F)=O.CO, predict the reaction product. The product is: [NH:1]1[C:9]2[C:4](=[CH:5][CH:6]=[CH:7][CH:8]=2)[C:3]([CH2:10][C@@H:11]([NH:34][C:35](=[O:47])[C:36]([NH2:39])([CH3:38])[CH3:37])[C:12]([N:14]2[CH2:33][CH2:32][CH2:31][C:16]3([C:20](=[O:21])[N:19]([CH:22]([CH3:24])[CH3:23])[CH2:18][CH:17]3[C:25]3[CH:30]=[CH:29][CH:28]=[CH:27][CH:26]=3)[CH2:15]2)=[O:13])=[CH:2]1. (7) Given the reactants [F:1][C:2]1[C:9]([O:10][CH3:11])=[CH:8][C:5]([C:6]#[N:7])=[CH:4][C:3]=1[CH:12]([C:14]1[CH:19]=[CH:18][CH:17]=[C:16]([F:20])[CH:15]=1)[OH:13], predict the reaction product. The product is: [F:1][C:2]1[C:9]([O:10][CH3:11])=[CH:8][C:5]([C:6]#[N:7])=[CH:4][C:3]=1[C:12](=[O:13])[C:14]1[CH:19]=[CH:18][CH:17]=[C:16]([F:20])[CH:15]=1. (8) Given the reactants [Si:1](Cl)([C:4]([CH3:7])([CH3:6])[CH3:5])([CH3:3])[CH3:2].N1C=CN=C1.[CH2:14]([OH:19])[CH:15]([OH:18])[CH:16]=[CH2:17], predict the reaction product. The product is: [Si:1]([O:19][CH2:14][CH:15]([OH:18])[CH:16]=[CH2:17])([C:4]([CH3:7])([CH3:6])[CH3:5])([CH3:3])[CH3:2].